Dataset: Full USPTO retrosynthesis dataset with 1.9M reactions from patents (1976-2016). Task: Predict the reactants needed to synthesize the given product. (1) Given the product [CH3:16][N:14]([CH3:13])[C:2]1[CH:3]=[N:4][CH:5]=[C:6]([CH:11]=1)[C:7]([O:9][CH3:10])=[O:8], predict the reactants needed to synthesize it. The reactants are: N[C:2]1[CH:3]=[N:4][CH:5]=[C:6]([CH:11]=1)[C:7]([O:9][CH3:10])=[O:8].[BH3-][C:13]#[N:14].[Na+].[CH3:16]COC(C)=O.C([O-])(O)=O.[Na+]. (2) Given the product [CH3:38][O:37][C:34]1[CH:35]=[CH:36][C:31]([C:29](=[O:30])[CH2:28][N:7]2[C:6](=[O:8])[CH:5]=[C:4]([CH2:9][CH2:10][CH3:11])[N:3]([CH2:12][C:13]3[CH:18]=[CH:17][C:16]([C:19]4[C:20]([C:25]#[N:26])=[CH:21][CH:22]=[CH:23][CH:24]=4)=[CH:15][CH:14]=3)[C:2]2=[O:1])=[CH:32][CH:33]=1, predict the reactants needed to synthesize it. The reactants are: [O:1]=[C:2]1[NH:7][C:6](=[O:8])[CH:5]=[C:4]([CH2:9][CH2:10][CH3:11])[N:3]1[CH2:12][C:13]1[CH:18]=[CH:17][C:16]([C:19]2[C:20]([C:25]#[N:26])=[CH:21][CH:22]=[CH:23][CH:24]=2)=[CH:15][CH:14]=1.Br[CH2:28][C:29]([C:31]1[CH:36]=[CH:35][C:34]([O:37][CH3:38])=[CH:33][CH:32]=1)=[O:30].CN(C)C=O.[H-].[Na+]. (3) Given the product [Cl:1][C:2]1[CH:10]=[C:9]2[C:5]([C:6](=[CH:22][C:21]3[NH:20][CH:19]=[C:18]4[C:13](=[O:12])[O:14][CH2:15][CH2:16][C:17]=34)[C:7](=[O:11])[NH:8]2)=[CH:4][CH:3]=1, predict the reactants needed to synthesize it. The reactants are: [Cl:1][C:2]1[CH:10]=[C:9]2[C:5]([CH2:6][C:7](=[O:11])[NH:8]2)=[CH:4][CH:3]=1.[O:12]=[C:13]1[C:18]2=[CH:19][NH:20][C:21]([CH:22]=O)=[C:17]2[CH2:16][CH2:15][O:14]1. (4) The reactants are: [C:1]1(=[N:7][OH:8])[CH2:6][CH2:5][CH2:4][CH2:3][CH2:2]1.C([O-])(=O)C.C([O-])(=O)C.C([O-])(=O)C.C([O-])(=O)C.[Pb+4].[F:26][C:27]([F:35])([F:34])[CH:28]([CH3:33])[CH2:29][C:30]([OH:32])=[O:31]. Given the product [F:26][C:27]([F:35])([F:34])[CH:28]([CH3:33])[CH2:29][C:30]([O:32][C:1]1([N:7]=[O:8])[CH2:6][CH2:5][CH2:4][CH2:3][CH2:2]1)=[O:31], predict the reactants needed to synthesize it. (5) Given the product [N:14]1[CH:19]=[CH:18][CH:17]=[CH:16][C:15]=1[C:20]1[C:21]([C:28]2[C:37]3[C:32](=[CH:33][C:34]([O:1][CH2:2][CH:3]4[NH:7][C:6](=[O:8])[CH2:5][CH2:4]4)=[CH:35][CH:36]=3)[N:31]=[CH:30][CH:29]=2)=[C:22]2[CH2:27][CH2:26][CH2:25][N:23]2[N:24]=1, predict the reactants needed to synthesize it. The reactants are: [OH:1][CH2:2][C@@H:3]1[NH:7][C:6](=[O:8])[CH2:5][CH2:4]1.CS(Cl)(=O)=O.[N:14]1[CH:19]=[CH:18][CH:17]=[CH:16][C:15]=1[C:20]1[C:21]([C:28]2[C:37]3[C:32](=[CH:33][C:34](O)=[CH:35][CH:36]=3)[N:31]=[CH:30][CH:29]=2)=[C:22]2[CH2:27][CH2:26][CH2:25][N:23]2[N:24]=1.